This data is from Full USPTO retrosynthesis dataset with 1.9M reactions from patents (1976-2016). The task is: Predict the reactants needed to synthesize the given product. (1) Given the product [Si:21]([O:9][CH2:8][C:4]1[CH:5]=[CH:6][CH:7]=[C:2]([CH3:1])[C:3]=1[CH2:10][OH:11])([C:17]([CH3:20])([CH3:19])[CH3:18])([CH3:23])[CH3:22], predict the reactants needed to synthesize it. The reactants are: [CH3:1][C:2]1[CH:7]=[CH:6][CH:5]=[C:4]([CH2:8][OH:9])[C:3]=1[CH2:10][OH:11].N1C=CN=C1.[C:17]([Si:21](Cl)([CH3:23])[CH3:22])([CH3:20])([CH3:19])[CH3:18].O. (2) Given the product [F:1][C:2]1[CH:7]=[C:6]([CH:9]=[CH2:10])[CH:5]=[CH:4][N:3]=1, predict the reactants needed to synthesize it. The reactants are: [F:1][C:2]1[CH:7]=[C:6](I)[CH:5]=[CH:4][N:3]=1.[CH2:9]([Sn](CCCC)(CCCC)C=C)[CH2:10]CC.C(OCC)(=O)C.[F-].[K+]. (3) Given the product [C:34]([O:33][C:31]([N:27]1[CH2:28][CH2:29][CH2:30][C:25]([NH:24][CH2:16][C:13]2[CH:14]=[C:15]3[C:10](=[CH:11][C:12]=2[O:18][CH3:19])[N:9]=[CH:8][N:7]=[C:6]3[NH:5][C:4]2[CH:20]=[CH:21][CH:22]=[C:2]([Cl:1])[C:3]=2[F:23])([C:38]([OH:40])=[O:39])[CH2:26]1)=[O:32])([CH3:35])([CH3:36])[CH3:37], predict the reactants needed to synthesize it. The reactants are: [Cl:1][C:2]1[C:3]([F:23])=[C:4]([CH:20]=[CH:21][CH:22]=1)[NH:5][C:6]1[C:15]2[C:10](=[CH:11][C:12]([O:18][CH3:19])=[C:13]([CH:16]=O)[CH:14]=2)[N:9]=[CH:8][N:7]=1.[NH2:24][C:25]1([C:38]([OH:40])=[O:39])[CH2:30][CH2:29][CH2:28][N:27]([C:31]([O:33][C:34]([CH3:37])([CH3:36])[CH3:35])=[O:32])[CH2:26]1.